This data is from Catalyst prediction with 721,799 reactions and 888 catalyst types from USPTO. The task is: Predict which catalyst facilitates the given reaction. (1) Reactant: Cl[C:2]1[N:7]=[CH:6][N:5]=[C:4]([O:8][C:9]2[CH:14]=[CH:13][C:12]([NH:15][C:16]([NH:18][C:19]3[CH:24]=[C:23]([C:25]([F:28])([F:27])[F:26])[CH:22]=[C:21]([CH2:29][N:30]([CH2:33][CH3:34])[CH2:31][CH3:32])[CH:20]=3)=[O:17])=[CH:11][CH:10]=2)[CH:3]=1.[CH3:35][NH2:36]. Product: [CH3:35][NH:36][C:2]1[N:7]=[CH:6][N:5]=[C:4]([O:8][C:9]2[CH:14]=[CH:13][C:12]([NH:15][C:16]([NH:18][C:19]3[CH:24]=[C:23]([C:25]([F:28])([F:27])[F:26])[CH:22]=[C:21]([CH2:29][N:30]([CH2:33][CH3:34])[CH2:31][CH3:32])[CH:20]=3)=[O:17])=[CH:11][CH:10]=2)[CH:3]=1. The catalyst class is: 14. (2) Reactant: [OH:1][CH2:2][C:3]1[CH:8]=[CH:7][C:6]([CH2:9][C:10]([OH:12])=O)=[CH:5][CH:4]=1.[NH2:13][C:14]1[CH:19]=[CH:18][CH:17]=[CH:16][C:15]=1O.C(N1C=CN=C1)(N1C=CN=C1)=O. Product: [O:12]1[C:15]2[CH:16]=[CH:17][CH:18]=[CH:19][C:14]=2[N:13]=[C:10]1[CH2:9][C:6]1[CH:5]=[CH:4][C:3]([CH2:2][OH:1])=[CH:8][CH:7]=1. The catalyst class is: 1. (3) Reactant: [Cl:1][C:2]1[N:7]=[C:6]([NH:8][C:9](=[O:15])[O:10][C:11]([CH3:14])([CH3:13])[CH3:12])[CH:5]=[CH:4][CH:3]=1.CN(C)CCN(C)C.C([Li])CCC.CN([CH:32]=[O:33])C.Cl. Product: [Cl:1][C:2]1[N:7]=[C:6]([NH:8][C:9](=[O:15])[O:10][C:11]([CH3:12])([CH3:14])[CH3:13])[C:5]([CH:32]=[O:33])=[CH:4][CH:3]=1. The catalyst class is: 56. (4) Reactant: Br[CH2:2][C:3]([C:5]1[S:9][C:8]([CH3:10])=[N:7][C:6]=1[CH3:11])=O.Br.[Br:13][C:14]1[CH:15]=[CH:16][C:17]([O:24][CH3:25])=[C:18]([NH:20][C:21]([NH2:23])=[S:22])[CH:19]=1. Product: [Br:13][C:14]1[CH:15]=[CH:16][C:17]([O:24][CH3:25])=[C:18]([NH:20][C:21]2[S:22][CH:2]=[C:3]([C:5]3[S:9][C:8]([CH3:10])=[N:7][C:6]=3[CH3:11])[N:23]=2)[CH:19]=1. The catalyst class is: 14.